This data is from Reaction yield outcomes from USPTO patents with 853,638 reactions. The task is: Predict the reaction yield, written as a fraction of the theoretical maximum amount of product (1.0 means a 100% yield; for example, 0.34 means a 34% yield). (1) The reactants are [OH:1][C:2]1[CH:6]=[C:5]([C:7]([O:9][CH3:10])=[O:8])[NH:4][N:3]=1.Cl[CH2:12][O:13][CH3:14].C(=O)([O-])[O-].[K+].[K+].CN(C)C=O. The catalyst is O. The product is [CH3:12][O:13][CH2:14][O:1][C:2]1[CH:6]=[C:5]([C:7]([O:9][CH3:10])=[O:8])[NH:4][N:3]=1. The yield is 0.260. (2) The reactants are [Cl:1][C:2]1[CH:7]=[C:6]([O:8][C:9]2[C:18]3[C:13](=[CH:14][C:15]([O:20][CH3:21])=[C:16]([OH:19])[CH:17]=3)[N:12]=[CH:11][N:10]=2)[CH:5]=[CH:4][C:3]=1[NH:22][C:23]([NH:25][CH2:26][CH2:27][CH3:28])=[O:24].C(=O)([O-])[O-].[K+].[K+].Cl.Cl[CH2:37][C:38]1[CH:43]=[CH:42][CH:41]=[CH:40][N:39]=1.O. The catalyst is CN(C)C=O. The product is [Cl:1][C:2]1[CH:7]=[C:6]([O:8][C:9]2[C:18]3[C:13](=[CH:14][C:15]([O:20][CH3:21])=[C:16]([O:19][CH2:37][C:38]4[CH:43]=[CH:42][CH:41]=[CH:40][N:39]=4)[CH:17]=3)[N:12]=[CH:11][N:10]=2)[CH:5]=[CH:4][C:3]=1[NH:22][C:23]([NH:25][CH2:26][CH2:27][CH3:28])=[O:24]. The yield is 0.550. (3) The reactants are C([O:3][C:4]([C:6]1[N:7]=[C:8]([NH:11][C:12](=[O:33])[CH:13]([C:20]2[CH:25]=[CH:24][C:23]([O:26][C:27]3[CH:32]=[CH:31][CH:30]=[CH:29][CH:28]=3)=[CH:22][CH:21]=2)[CH2:14][CH:15]2[CH2:19][CH2:18][CH2:17][CH2:16]2)[S:9][CH:10]=1)=[O:5])C.[OH-].[K+]. The catalyst is C(O)C.O. The product is [CH:15]1([CH2:14][CH:13]([C:20]2[CH:21]=[CH:22][C:23]([O:26][C:27]3[CH:32]=[CH:31][CH:30]=[CH:29][CH:28]=3)=[CH:24][CH:25]=2)[C:12]([NH:11][C:8]2[S:9][CH:10]=[C:6]([C:4]([OH:5])=[O:3])[N:7]=2)=[O:33])[CH2:19][CH2:18][CH2:17][CH2:16]1. The yield is 0.800. (4) The reactants are [CH3:1][O:2][C:3]1[C:4](=[O:23])[C:5]([CH3:22])=[C:6]([CH2:12][C:13]2[CH:14]=C(C=CC=2)C(O)=O)[C:7](=[O:11])[C:8]=1[O:9][CH3:10].[NH:24]1CC[S:27][CH2:26][CH2:25]1. No catalyst specified. The product is [CH3:1][O:2][C:3]1[C:4](=[O:23])[C:5]([CH3:22])=[C:6]([CH2:12][CH:13]2[CH2:14][S:27][CH2:26][CH2:25][NH:24]2)[C:7](=[O:11])[C:8]=1[O:9][CH3:10]. The yield is 0.540. (5) The reactants are [CH2:1]([O:8][C@H:9]1[C@H:15]([O:16][CH2:17][C:18]2[CH:23]=[CH:22][CH:21]=[CH:20][CH:19]=2)[C@@H:14]([O:24][CH2:25][C:26]2[CH:31]=[CH:30][CH:29]=[CH:28][CH:27]=2)[C@:13]2([C:33]3[CH:38]=[CH:37][C:36]([Cl:39])=[C:35]([CH2:40][C:41]4[CH:46]=[CH:45][C:44]([O:47][CH2:48][CH3:49])=[CH:43][CH:42]=4)[CH:34]=3)[O:32][C@@:10]1([CH2:50]O)[CH2:11][O:12]2)[C:2]1[CH:7]=[CH:6][CH:5]=[CH:4][CH:3]=1.C(N(S(F)(F)[F:58])CC)C. The catalyst is ClCCl. The product is [CH2:1]([O:8][C@H:9]1[C@H:15]([O:16][CH2:17][C:18]2[CH:23]=[CH:22][CH:21]=[CH:20][CH:19]=2)[C@@H:14]([O:24][CH2:25][C:26]2[CH:31]=[CH:30][CH:29]=[CH:28][CH:27]=2)[C@:13]2([C:33]3[CH:38]=[CH:37][C:36]([Cl:39])=[C:35]([CH2:40][C:41]4[CH:46]=[CH:45][C:44]([O:47][CH2:48][CH3:49])=[CH:43][CH:42]=4)[CH:34]=3)[O:32][C@@:10]1([CH2:50][F:58])[CH2:11][O:12]2)[C:2]1[CH:7]=[CH:6][CH:5]=[CH:4][CH:3]=1. The yield is 0.0700. (6) The reactants are [Cl-].O[NH3+:3].[C:4](=[O:7])([O-])[OH:5].[Na+].CS(C)=O.[F:13][C:14]1[CH:15]=[C:16]([C:46]2[C:47]([C:52]#[N:53])=[CH:48][CH:49]=[CH:50][CH:51]=2)[CH:17]=[CH:18][C:19]=1[CH2:20][C:21]1[C:22](=[O:45])[N:23]([C@H:33]2[CH2:38][CH2:37][C@H:36]([O:39][CH2:40][C:41]([OH:44])([CH3:43])[CH3:42])[CH2:35][CH2:34]2)[C:24]2[N:25]([N:30]=[CH:31][N:32]=2)[C:26]=1[CH2:27][CH2:28][CH3:29]. The catalyst is C(OCC)(=O)C. The product is [F:13][C:14]1[CH:15]=[C:16]([C:46]2[CH:51]=[CH:50][CH:49]=[CH:48][C:47]=2[C:52]2[NH:3][C:4](=[O:7])[O:5][N:53]=2)[CH:17]=[CH:18][C:19]=1[CH2:20][C:21]1[C:22](=[O:45])[N:23]([C@H:33]2[CH2:38][CH2:37][C@H:36]([O:39][CH2:40][C:41]([OH:44])([CH3:42])[CH3:43])[CH2:35][CH2:34]2)[C:24]2[N:25]([N:30]=[CH:31][N:32]=2)[C:26]=1[CH2:27][CH2:28][CH3:29]. The yield is 0.640. (7) The reactants are [C:1]([C:5]1[O:9][N:8]=[C:7]([NH:10][C:11]([NH:13][C:14]2[CH:19]=[CH:18][CH:17]=[C:16]([S:20][C:21]3[C:30]4[C:25](=[CH:26][C:27]([O:35][CH3:36])=[C:28]([O:31][CH2:32][CH2:33]Cl)[CH:29]=4)[N:24]=[CH:23][N:22]=3)[CH:15]=2)=[O:12])[CH:6]=1)([CH3:4])([CH3:3])[CH3:2].[OH:37][CH2:38][CH2:39][N:40]1[CH2:45][CH2:44][NH:43][CH2:42][CH2:41]1. No catalyst specified. The product is [C:1]([C:5]1[O:9][N:8]=[C:7]([NH:10][C:11]([NH:13][C:14]2[CH:19]=[CH:18][CH:17]=[C:16]([S:20][C:21]3[C:30]4[C:25](=[CH:26][C:27]([O:35][CH3:36])=[C:28]([O:31][CH2:32][CH2:33][N:43]5[CH2:44][CH2:45][N:40]([CH2:39][CH2:38][OH:37])[CH2:41][CH2:42]5)[CH:29]=4)[N:24]=[CH:23][N:22]=3)[CH:15]=2)=[O:12])[CH:6]=1)([CH3:4])([CH3:3])[CH3:2]. The yield is 0.140. (8) The reactants are C([O:3][C:4]([C@@:6]12[CH2:22][C@H:21]1[CH:20]=[CH:19][CH2:18][CH2:17][CH2:16][C@H:15](C(OC(C)(C)C)=O)[C:14](=[O:30])[N:13]1[C@@:9](N)([CH2:10][C@@H:11]([O:31][C:32]3[C:41]4[C:36](=[CH:37][C:38]([O:42][CH3:43])=[CH:39][CH:40]=4)[N:35]=[C:34]([C:44]4[CH:49]=[CH:48][CH:47]=[CH:46][CH:45]=4)[CH:33]=3)[CH2:12]1)[C:8](=[O:51])[NH:7]2)=[O:5])C.[Li+].[OH-:53]. The catalyst is C1COCC1.O.CO. The product is [C:6]([O:53][C:14]([NH:13][C@@H:15]1[C:14](=[O:30])[N:13]2[C@@H:9]([CH2:10][C@@H:11]([O:31][C:32]3[C:41]4[C:36](=[CH:37][C:38]([O:42][CH3:43])=[CH:39][CH:40]=4)[N:35]=[C:34]([C:44]4[CH:49]=[CH:48][CH:47]=[CH:46][CH:45]=4)[CH:33]=3)[CH2:12]2)[C:8](=[O:51])[NH:7][C@@:6]2([C:4]([OH:3])=[O:5])[C@@H:21]([CH2:22]2)[CH:20]=[CH:19][CH2:18][CH2:17][CH2:16]1)=[O:30])([CH3:22])([CH3:21])[CH3:4]. The yield is 1.00. (9) The reactants are [C:1]([O:5][C:6]([NH:8][C:9]1[CH:14]=[CH:13][CH:12]=[CH:11][C:10]=1[NH:15][C:16](=[O:30])[C:17]1[CH:22]=[CH:21][C:20]([C:23]2[CH:28]=[CH:27][N:26]=[C:25](Cl)[N:24]=2)=[CH:19][CH:18]=1)=[O:7])([CH3:4])([CH3:3])[CH3:2].[CH3:31][N:32]1[CH2:37][CH2:36][NH:35][CH2:34][CH2:33]1. No catalyst specified. The product is [C:1]([O:5][C:6]([NH:8][C:9]1[CH:14]=[CH:13][CH:12]=[CH:11][C:10]=1[NH:15][C:16](=[O:30])[C:17]1[CH:22]=[CH:21][C:20]([C:23]2[CH:28]=[CH:27][N:26]=[C:25]([N:35]3[CH2:36][CH2:37][N:32]([CH3:31])[CH2:33][CH2:34]3)[N:24]=2)=[CH:19][CH:18]=1)=[O:7])([CH3:4])([CH3:3])[CH3:2]. The yield is 0.710. (10) The reactants are ClC1C(C(=O)N(CCCC)CCCC)=NN(C2C=CC(C(O)=O)=CC=2C(N2CCC3C(=CC=CC=3)C2)=O)C=1C.[CH2:40]([N:44]([C:88]1[CH:93]=[CH:92][C:91]([CH2:94][C:95]([O:97]CC)=[O:96])=[CH:90][CH:89]=1)[C:45]([C:47]1[C:51]([Cl:52])=[C:50]([CH3:53])[N:49]([C:54]2[CH:59]=[CH:58][C:57]([C:60](=[O:75])[NH:61][S:62]([C:65]3[CH:74]=[CH:73][C:72]4[C:67](=[CH:68][CH:69]=[CH:70][CH:71]=4)[CH:66]=3)(=[O:64])=[O:63])=[CH:56][C:55]=2[C:76]([N:78]2[CH2:87][CH2:86][C:85]3[C:80](=[CH:81][CH:82]=[CH:83][CH:84]=3)[CH2:79]2)=[O:77])[N:48]=1)=[O:46])[CH2:41][CH2:42][CH3:43]. No catalyst specified. The product is [CH2:40]([N:44]([C:88]1[CH:89]=[CH:90][C:91]([CH2:94][C:95]([OH:97])=[O:96])=[CH:92][CH:93]=1)[C:45]([C:47]1[C:51]([Cl:52])=[C:50]([CH3:53])[N:49]([C:54]2[CH:59]=[CH:58][C:57]([C:60](=[O:75])[NH:61][S:62]([C:65]3[CH:74]=[CH:73][C:72]4[C:67](=[CH:68][CH:69]=[CH:70][CH:71]=4)[CH:66]=3)(=[O:63])=[O:64])=[CH:56][C:55]=2[C:76]([N:78]2[CH2:87][CH2:86][C:85]3[C:80](=[CH:81][CH:82]=[CH:83][CH:84]=3)[CH2:79]2)=[O:77])[N:48]=1)=[O:46])[CH2:41][CH2:42][CH3:43]. The yield is 0.530.